Dataset: Full USPTO retrosynthesis dataset with 1.9M reactions from patents (1976-2016). Task: Predict the reactants needed to synthesize the given product. (1) Given the product [CH2:35]([NH:37][CH2:2][C@@H:3]1[CH2:7][CH2:6][CH2:5][N:4]1[C:8]1[CH:9]=[C:10]([C:14]2[CH:15]=[C:16]3[C:21](=[CH:22][CH:23]=2)[N:20]([CH3:24])[C:19](=[O:25])[CH2:18][CH2:17]3)[CH:11]=[N:12][CH:13]=1)[CH3:36], predict the reactants needed to synthesize it. The reactants are: Cl[CH2:2][C@@H:3]1[CH2:7][CH2:6][CH2:5][N:4]1[C:8]1[CH:9]=[C:10]([C:14]2[CH:15]=[C:16]3[C:21](=[CH:22][CH:23]=2)[N:20]([CH3:24])[C:19](=[O:25])[CH2:18][CH2:17]3)[CH:11]=[N:12][CH:13]=1.C([O-])([O-])=O.[K+].[K+].[I-].[Na+].Cl.[CH2:35]([NH2:37])[CH3:36].C([O-])(O)=O.[Na+]. (2) Given the product [F:26][C:23]1([F:27])[CH2:24][CH2:25][N:20]([C:10]2[C:11]3[C:17]([O:18][CH3:19])=[CH:16][N:15]=[CH:14][C:12]=3[N:13]=[C:8]([C:6]3[CH:5]=[CH:4][N:3]=[C:2]([NH:28][C:29]4[CH:34]=[CH:33][CH:32]=[CH:31][CH:30]=4)[CH:7]=3)[N:9]=2)[CH2:21][CH2:22]1, predict the reactants needed to synthesize it. The reactants are: Cl[C:2]1[CH:7]=[C:6]([C:8]2[N:9]=[C:10]([N:20]3[CH2:25][CH2:24][C:23]([F:27])([F:26])[CH2:22][CH2:21]3)[C:11]3[C:17]([O:18][CH3:19])=[CH:16][N:15]=[CH:14][C:12]=3[N:13]=2)[CH:5]=[CH:4][N:3]=1.[NH2:28][C:29]1[CH:34]=[CH:33][CH:32]=[CH:31][CH:30]=1. (3) Given the product [Cl:18][C:13]1[CH:14]=[N:15][N:16]([CH3:17])[C:12]=1[C:4]1[CH:5]=[C:6]([C:8]([OH:10])=[O:9])[S:7][C:3]=1[CH2:1][CH3:2], predict the reactants needed to synthesize it. The reactants are: [CH2:1]([C:3]1[S:7][C:6]([C:8]([O:10]C)=[O:9])=[CH:5][C:4]=1[C:12]1[N:16]([CH3:17])[N:15]=[CH:14][CH:13]=1)[CH3:2].[Cl:18]N1C(=O)CCC1=O.[OH-].[Na+]. (4) Given the product [F:1][C:2]1[CH:3]=[C:4]([NH:8][CH:9]([C:12]2[CH:17]=[CH:16][CH:15]=[CH:14][C:13]=2[CH3:18])[C:19]([OH:22])=[O:20])[CH:5]=[CH:6][CH:7]=1, predict the reactants needed to synthesize it. The reactants are: [F:1][C:2]1[CH:3]=[C:4]([NH:8][CH:9]([C:12]2[CH:17]=[CH:16][CH:15]=[CH:14][C:13]=2[CH3:18])C#N)[CH:5]=[CH:6][CH:7]=1.[C:19]([O-:22])([O-])=[O:20].[K+].[K+].OO.[OH-].[Na+]. (5) Given the product [C:1]([C:5]1[CH:9]=[C:8]([CH2:10][NH:11][C:40](=[O:41])[CH:39]([C:31]2[CH:32]=[CH:33][C:34]([S:35]([CH3:38])(=[O:36])=[O:37])=[C:29]([F:28])[CH:30]=2)[CH3:43])[N:7]([C:12]2[CH:17]=[CH:16][CH:15]=[C:14]([Cl:19])[CH:13]=2)[N:6]=1)([CH3:4])([CH3:3])[CH3:2], predict the reactants needed to synthesize it. The reactants are: [C:1]([C:5]1[CH:9]=[C:8]([CH2:10][NH2:11])[N:7]([C:12]2[CH:17]=[CH:16][C:15](F)=[C:14]([Cl:19])[CH:13]=2)[N:6]=1)([CH3:4])([CH3:3])[CH3:2].ClC(N(C)C)=C(C)C.[F:28][C:29]1[CH:30]=[C:31]([CH:39]([CH3:43])[C:40](O)=[O:41])[CH:32]=[CH:33][C:34]=1[S:35]([CH3:38])(=[O:37])=[O:36].C(N(C(C)C)C(C)C)C.